This data is from Reaction yield outcomes from USPTO patents with 853,638 reactions. The task is: Predict the reaction yield, written as a fraction of the theoretical maximum amount of product (1.0 means a 100% yield; for example, 0.34 means a 34% yield). (1) The reactants are [Cl:1][C:2]1[C:7]([F:8])=[CH:6][CH:5]=[CH:4][C:3]=1[N:9]1[C:13]([S:14][C:15]2[CH:16]=[N:17][CH:18]=[CH:19][CH:20]=2)=[CH:12][C:11]([CH2:21][N:22]([CH3:30])[C:23](=[O:29])[O:24][C:25]([CH3:28])([CH3:27])[CH3:26])=[N:10]1.C(#N)C.C([O-])([O-])=[O:35].C([O-])([O-])=O.OO.OO.OO.[Na+].[Na+].[Na+].[Na+].[OH2:52]. No catalyst specified. The product is [Cl:1][C:2]1[C:7]([F:8])=[CH:6][CH:5]=[CH:4][C:3]=1[N:9]1[C:13]([S:14]([C:15]2[CH:16]=[N:17][CH:18]=[CH:19][CH:20]=2)(=[O:35])=[O:52])=[CH:12][C:11]([CH2:21][N:22]([CH3:30])[C:23](=[O:29])[O:24][C:25]([CH3:26])([CH3:27])[CH3:28])=[N:10]1. The yield is 0.690. (2) The reactants are [F:1][C:2]1[CH:3]=[CH:4][CH:5]=[C:6]2[C:11]=1[N:10]=[CH:9][CH:8]=[C:7]2[O:12][C@H:13]1[CH2:18][CH2:17][C@H:16]([CH2:19][NH2:20])[CH2:15][CH2:14]1.CN(C(ON1N=NC2C=CC=NC1=2)=[N+](C)C)C.F[P-](F)(F)(F)(F)F.C(N(C(C)C)CC)(C)C.[F:54][C:55]1[CH:63]=[CH:62][C:58]([C:59](O)=[O:60])=[CH:57][CH:56]=1. The catalyst is O1CCCC1. The product is [F:1][C:2]1[CH:3]=[CH:4][CH:5]=[C:6]2[C:11]=1[N:10]=[CH:9][CH:8]=[C:7]2[O:12][C@H:13]1[CH2:14][CH2:15][C@H:16]([CH2:19][NH:20][C:59](=[O:60])[C:58]2[CH:62]=[CH:63][C:55]([F:54])=[CH:56][CH:57]=2)[CH2:17][CH2:18]1. The yield is 0.710. (3) The reactants are [O:1]1CCO[CH:2]1[CH2:6][CH2:7][C:8]1[C:9]([C:44]([O:46][C:47]([CH3:50])([CH3:49])[CH3:48])=[O:45])=[N:10][C:11]([N:14]2[CH2:23][CH2:22][C:21]3[C:16](=[C:17]([C:24](=[O:43])/[N:25]=[C:26]4\[S:27][C:28]5[CH:42]=[CH:41][CH:40]=[CH:39][C:29]=5[N:30]\4[CH2:31][O:32][CH2:33][CH2:34][Si:35]([CH3:38])([CH3:37])[CH3:36])[CH:18]=[CH:19][CH:20]=3)[CH2:15]2)=[CH:12][CH:13]=1.Cl. The catalyst is C1COCC1. The product is [O:1]=[CH:2][CH2:6][CH2:7][C:8]1[C:9]([C:44]([O:46][C:47]([CH3:50])([CH3:49])[CH3:48])=[O:45])=[N:10][C:11]([N:14]2[CH2:23][CH2:22][C:21]3[C:16](=[C:17]([C:24](=[O:43])/[N:25]=[C:26]4\[S:27][C:28]5[CH:42]=[CH:41][CH:40]=[CH:39][C:29]=5[N:30]\4[CH2:31][O:32][CH2:33][CH2:34][Si:35]([CH3:38])([CH3:37])[CH3:36])[CH:18]=[CH:19][CH:20]=3)[CH2:15]2)=[CH:12][CH:13]=1. The yield is 0.800. (4) The reactants are [Cl:1][C:2]1[CH:3]=[C:4]2[C:9](=[CH:10][C:11]=1[O:12][C:13]1[CH:18]=[CH:17][C:16]([C:19](=[O:34])[NH:20][C:21]3[S:22][C:23]4[CH:29]=[C:28]([C:30]([F:33])([F:32])[F:31])[CH:27]=[CH:26][C:24]=4[N:25]=3)=[CH:15][CH:14]=1)[O:8][CH2:7][CH2:6][CH:5]2[C:35]([O:37]CC)=[O:36].[OH-].[Na+].C(O)C. The catalyst is C1COCC1.C(OCC)(=O)C.Cl. The product is [Cl:1][C:2]1[CH:3]=[C:4]2[C:9](=[CH:10][C:11]=1[O:12][C:13]1[CH:18]=[CH:17][C:16]([C:19](=[O:34])[NH:20][C:21]3[S:22][C:23]4[CH:29]=[C:28]([C:30]([F:33])([F:32])[F:31])[CH:27]=[CH:26][C:24]=4[N:25]=3)=[CH:15][CH:14]=1)[O:8][CH2:7][CH2:6][CH:5]2[C:35]([OH:37])=[O:36]. The yield is 0.740.